From a dataset of Forward reaction prediction with 1.9M reactions from USPTO patents (1976-2016). Predict the product of the given reaction. (1) The product is: [Br:17][CH2:2][CH:3]1[CH2:12][CH2:11][C:10]2[C:5](=[CH:6][CH:7]=[C:8]([O:13][CH3:14])[CH:9]=2)[C:4]1=[O:15]. Given the reactants O[CH2:2][CH:3]1[CH2:12][CH2:11][C:10]2[C:5](=[CH:6][CH:7]=[C:8]([O:13][CH3:14])[CH:9]=2)[C:4]1=[O:15].P(Br)(Br)[Br:17], predict the reaction product. (2) Given the reactants [O:1]=[C:2]1[C:10]2[C:5](=[CH:6][CH:7]=[CH:8][C:9]=2[C:11]2[CH:16]=[CH:15][C:14]([C:17]([F:20])([F:19])[F:18])=[CH:13][CH:12]=2)[CH2:4][N:3]1[C:21]1[CH:22]=[C:23]([C:27](O)=[O:28])[N:24]([CH3:26])[CH:25]=1.[CH3:30][C:31]1[CH:36]=[CH:35][C:34]([C:37]2[CH:42]=[CH:41][C:40]([CH2:43][NH2:44])=[CH:39][CH:38]=2)=[CH:33][CH:32]=1.CN(C(ON1N=NC2C=CC=CC1=2)=[N+](C)C)C.[B-](F)(F)(F)F.C(N(C(C)C)C(C)C)C, predict the reaction product. The product is: [CH3:30][C:31]1[CH:32]=[CH:33][C:34]([C:37]2[CH:42]=[CH:41][C:40]([CH2:43][NH:44][C:27]([C:23]3[N:24]([CH3:26])[CH:25]=[C:21]([N:3]4[CH2:4][C:5]5[C:10](=[C:9]([C:11]6[CH:12]=[CH:13][C:14]([C:17]([F:20])([F:18])[F:19])=[CH:15][CH:16]=6)[CH:8]=[CH:7][CH:6]=5)[C:2]4=[O:1])[CH:22]=3)=[O:28])=[CH:39][CH:38]=2)=[CH:35][CH:36]=1. (3) Given the reactants [C:1]1([C:7]2[S:8][C:9]([C:18]([O:20][CH2:21][CH3:22])=[O:19])=[C:10]([C:12]3[CH:17]=[CH:16][CH:15]=[CH:14][CH:13]=3)[N:11]=2)C=[CH:5][CH:4]=[CH:3][CH:2]=1.O=C(C1C=CC=CC=1)C(OS(C1C=CC(C)=CC=1)(=O)=O)C(OCC)=O.[N:48]1C=CC=CC=1C(=S)N, predict the reaction product. The product is: [C:12]1([C:10]2[N:11]=[C:7]([C:1]3[CH:2]=[CH:3][CH:4]=[CH:5][N:48]=3)[S:8][C:9]=2[C:18]([O:20][CH2:21][CH3:22])=[O:19])[CH:17]=[CH:16][CH:15]=[CH:14][CH:13]=1. (4) Given the reactants [F:1][C:2]([F:38])([F:37])[O:3][C:4]1[CH:9]=[CH:8][C:7]([N:10]2[CH:14]=[N:13][C:12]([C:15]3[CH:36]=[CH:35][C:18]([CH2:19][NH:20][O:21][C@H:22]4[C@H:27]([O:28][CH3:29])[C@H:26]([O:30][CH3:31])[C@@H:25]([O:32][CH3:33])[C@H:24]([CH3:34])[O:23]4)=[CH:17][CH:16]=3)=[N:11]2)=[CH:6][CH:5]=1.[C:39]1(=[O:45])[O:44][C:42](=[O:43])[CH2:41][CH2:40]1, predict the reaction product. The product is: [F:38][C:2]([F:1])([F:37])[O:3][C:4]1[CH:9]=[CH:8][C:7]([N:10]2[CH:14]=[N:13][C:12]([C:15]3[CH:36]=[CH:35][C:18]([CH2:19][N:20]([O:21][C@H:22]4[C@H:27]([O:28][CH3:29])[C@H:26]([O:30][CH3:31])[C@@H:25]([O:32][CH3:33])[C@H:24]([CH3:34])[O:23]4)[C:39](=[O:45])[CH2:40][CH2:41][C:42]([OH:44])=[O:43])=[CH:17][CH:16]=3)=[N:11]2)=[CH:6][CH:5]=1. (5) Given the reactants [Br:1][C:2]1[C:7]([N+:8]([O-:10])=[O:9])=[CH:6][C:5]([OH:11])=[C:4]([CH:12]2[CH2:17][CH2:16][CH2:15][CH2:14][CH2:13]2)[CH:3]=1.C([O-])([O-])=O.[Cs+].[Cs+].[CH2:24](Br)[C:25]1[CH:30]=[CH:29][CH:28]=[CH:27][CH:26]=1, predict the reaction product. The product is: [CH2:24]([O:11][C:5]1[CH:6]=[C:7]([N+:8]([O-:10])=[O:9])[C:2]([Br:1])=[CH:3][C:4]=1[CH:12]1[CH2:17][CH2:16][CH2:15][CH2:14][CH2:13]1)[C:25]1[CH:30]=[CH:29][CH:28]=[CH:27][CH:26]=1. (6) The product is: [Cl:2][C:3]1[CH:10]=[CH:9][CH:8]=[CH:7][C:4]=1[CH2:5][C:16]1[C:17]([C:18]([O:20][CH2:21][CH3:22])=[O:19])=[CH:12][N:13]=[C:14]([C:23]2[CH:28]=[CH:27][CH:26]=[CH:25][CH:24]=2)[N:15]=1. Given the reactants [Br-].[Cl:2][C:3]1[CH:10]=[CH:9][CH:8]=[CH:7][C:4]=1[CH2:5][Zn+].Cl[C:12]1[C:17]([C:18]([O:20][CH2:21][CH3:22])=[O:19])=[CH:16][N:15]=[C:14]([C:23]2[CH:28]=[CH:27][CH:26]=[CH:25][CH:24]=2)[N:13]=1, predict the reaction product. (7) Given the reactants [C:1]([N:4]1[CH2:7][CH:6]([N:8]2[CH2:14][C:13]3[C:15]([F:26])=[C:16]([Cl:25])[CH:17]=[C:18]([C:19]4([CH3:24])OCC[O:20]4)[C:12]=3[O:11][CH:10]([CH3:27])[C:9]2=[O:28])[CH2:5]1)(=[O:3])[CH3:2].Cl, predict the reaction product. The product is: [C:19]([C:18]1[C:12]2[O:11][CH:10]([CH3:27])[C:9](=[O:28])[N:8]([CH:6]3[CH2:5][N:4]([C:1](=[O:3])[CH3:2])[CH2:7]3)[CH2:14][C:13]=2[C:15]([F:26])=[C:16]([Cl:25])[CH:17]=1)(=[O:20])[CH3:24]. (8) Given the reactants CO[C:3]([C:5]1[C:6]([OH:35])=[C:7]2[C:12](=[CH:13][N:14]=1)[N:11]([CH2:15][C:16]1[CH:21]=[CH:20][CH:19]=[CH:18][CH:17]=1)[C:10](=[O:22])[C:9]([C:23]1[CH:28]=[CH:27][C:26]([N:29]3[CH2:34][CH2:33][O:32][CH2:31][CH2:30]3)=[CH:25][CH:24]=1)=[CH:8]2)=[O:4].[NH2:36][CH2:37][CH2:38][C:39]([OH:41])=[O:40].C[O-].[Na+], predict the reaction product. The product is: [CH2:15]([N:11]1[C:12]2[C:7](=[C:6]([OH:35])[C:5]([C:3]([NH:36][CH2:37][CH2:38][C:39]([OH:41])=[O:40])=[O:4])=[N:14][CH:13]=2)[CH:8]=[C:9]([C:23]2[CH:24]=[CH:25][C:26]([N:29]3[CH2:30][CH2:31][O:32][CH2:33][CH2:34]3)=[CH:27][CH:28]=2)[C:10]1=[O:22])[C:16]1[CH:21]=[CH:20][CH:19]=[CH:18][CH:17]=1. (9) Given the reactants [OH-].[Na+].C([O:5][C:6]([C:8]1[CH:12]=[C:11]([CH2:13][CH2:14][C:15]2[CH:20]=[CH:19][C:18]([O:21][CH3:22])=[CH:17][CH:16]=2)[NH:10][N:9]=1)=[O:7])C, predict the reaction product. The product is: [CH3:22][O:21][C:18]1[CH:19]=[CH:20][C:15]([CH2:14][CH2:13][C:11]2[NH:10][N:9]=[C:8]([C:6]([OH:7])=[O:5])[CH:12]=2)=[CH:16][CH:17]=1. (10) The product is: [C:1]([O:5][C:6]([N:8]1[CH2:12][CH2:11][C:10]([C:13]2[CH:14]=[CH:15][C:16]([NH2:19])=[CH:17][CH:18]=2)=[N:9]1)=[O:7])([CH3:4])([CH3:2])[CH3:3]. Given the reactants [C:1]([O:5][C:6]([N:8]1[CH2:12][CH2:11][C:10]([C:13]2[CH:18]=[CH:17][C:16]([N+:19]([O-])=O)=[CH:15][CH:14]=2)=[N:9]1)=[O:7])([CH3:4])([CH3:3])[CH3:2], predict the reaction product.